From a dataset of Reaction yield outcomes from USPTO patents with 853,638 reactions. Predict the reaction yield, written as a fraction of the theoretical maximum amount of product (1.0 means a 100% yield; for example, 0.34 means a 34% yield). (1) The reactants are [CH3:1][C:2](O)([CH2:4][CH2:5][C:6]([CH3:9])(O)[CH3:7])[CH3:3].[ClH:11].O.C(Cl)[Cl:14]. No catalyst specified. The product is [Cl:11][C:2]([CH3:3])([CH2:4][CH2:5][C:6]([Cl:14])([CH3:9])[CH3:7])[CH3:1]. The yield is 0.870. (2) The reactants are [CH3:1][C:2]1[CH:7]=[CH:6][C:5]([C:8]2[CH:13]=[C:12]([N:14]3[C:18]([CH3:19])=[N:17][N:16]=[N:15]3)[CH:11]=[C:10]([C:20]([OH:22])=O)[CH:9]=2)=[CH:4][CH:3]=1.C1C=CC2N(O)N=NC=2C=1.[CH3:33][O:34][CH2:35][CH:36]([NH2:38])[CH3:37].CN1C(=O)CCC1.CCN=C=NCCCN(C)C. The catalyst is C(Cl)Cl.CN(C=O)C. The product is [CH3:33][O:34][CH2:35][CH:36]([NH:38][C:20]([C:10]1[CH:9]=[C:8]([C:5]2[CH:6]=[CH:7][C:2]([CH3:1])=[CH:3][CH:4]=2)[CH:13]=[C:12]([N:14]2[C:18]([CH3:19])=[N:17][N:16]=[N:15]2)[CH:11]=1)=[O:22])[CH3:37]. The yield is 0.900.